From a dataset of Reaction yield outcomes from USPTO patents with 853,638 reactions. Predict the reaction yield, written as a fraction of the theoretical maximum amount of product (1.0 means a 100% yield; for example, 0.34 means a 34% yield). (1) The yield is 0.820. The reactants are [F:1][C:2]1[CH:23]=[C:22]([NH:24][C:25](=[O:37])[CH2:26][C:27]([NH:29][C:30]2[CH:35]=[CH:34][C:33]([F:36])=[CH:32][CH:31]=2)=[O:28])[CH:21]=[CH:20][C:3]=1[O:4][C:5]1[C:10]2=[C:11]([CH3:19])[C:12]([C:14](OCC)=[O:15])=[CH:13][N:9]2[N:8]=[CH:7][N:6]=1. The product is [F:1][C:2]1[CH:23]=[C:22]([NH:24][C:25](=[O:37])[CH2:26][C:27]([NH:29][C:30]2[CH:31]=[CH:32][C:33]([F:36])=[CH:34][CH:35]=2)=[O:28])[CH:21]=[CH:20][C:3]=1[O:4][C:5]1[C:10]2=[C:11]([CH3:19])[C:12]([CH2:14][OH:15])=[CH:13][N:9]2[N:8]=[CH:7][N:6]=1. The catalyst is C1COCC1. (2) The product is [Cl:1][C:2]1[CH:3]=[N:4][CH:5]=[C:6]([Cl:19])[C:7]=1[C:8]1[C:12]([CH2:13][OH:14])=[C:11]([CH:16]([CH3:17])[CH3:18])[O:10][N:9]=1. The yield is 0.570. The catalyst is C1COCC1.O. The reactants are [Cl:1][C:2]1[CH:3]=[N:4][CH:5]=[C:6]([Cl:19])[C:7]=1[C:8]1[C:12]([C:13](O)=[O:14])=[C:11]([CH:16]([CH3:18])[CH3:17])[O:10][N:9]=1.C(N(CC)CC)C.C(OC(Cl)=O)(C)C.C1(C)C=CC=CC=1.[BH4-].[Na+]. (3) The reactants are [C:1]1([C@H:7]([NH:10][C:11]([C:13]2[CH:14]=[C:15]([C:22](O)=[O:23])[N:16]3[CH2:21][CH2:20][O:19][CH2:18][C:17]=23)=[O:12])[CH2:8][CH3:9])[CH:6]=[CH:5][CH:4]=[CH:3][CH:2]=1.ON1C2C=CC=CC=2N=N1.Cl.C(N=C=NCCCN(C)C)C.Cl.[CH3:48][O:49][C:50]([C@H:52]1[CH2:56][CH2:55][CH2:54][NH:53]1)=[O:51].C(N(CC)CC)C. The catalyst is CN(C)C=O.ClCCl. The product is [CH3:48][O:49][C:50]([C@H:52]1[CH2:56][CH2:55][CH2:54][N:53]1[C:22]([C:15]1[N:16]2[C:17]([CH2:18][O:19][CH2:20][CH2:21]2)=[C:13]([C:11](=[O:12])[NH:10][C@@H:7]([C:1]2[CH:6]=[CH:5][CH:4]=[CH:3][CH:2]=2)[CH2:8][CH3:9])[CH:14]=1)=[O:23])=[O:51]. The yield is 0.210.